From a dataset of Full USPTO retrosynthesis dataset with 1.9M reactions from patents (1976-2016). Predict the reactants needed to synthesize the given product. (1) Given the product [CH3:15][C:12]1[CH:13]=[CH:14][C:2]2[N:1]=[C:16](/[CH:17]=[CH:18]/[C:19]3[CH:24]=[CH:23][CH:22]=[CH:21][CH:20]=3)[N:4]([C:5]3[CH:10]=[CH:9][CH:8]=[CH:7][N:6]=3)[C:3]=2[CH:11]=1, predict the reactants needed to synthesize it. The reactants are: [NH2:1][C:2]1[CH:14]=[CH:13][C:12]([CH3:15])=[CH:11][C:3]=1[NH:4][C:5]1[CH:10]=[CH:9][CH:8]=[CH:7][N:6]=1.[C:16](Cl)(=O)/[CH:17]=[CH:18]/[C:19]1[CH:24]=[CH:23][CH:22]=[CH:21][CH:20]=1.N1C=CC=CC=1N1C2C=CC=CC=2N=C1/C=C/C1C=CC=CC=1. (2) Given the product [F:25][C:26]1[CH:33]=[CH:32][C:29]([CH2:30][NH:31][C:4]([C:6]2[N:7]=[C:8]([N:15]3[CH2:20][CH2:19][N:18]([S:21]([CH3:24])(=[O:22])=[O:23])[CH2:17][CH2:16]3)[N:9]([CH3:14])[C:10](=[O:13])[C:11]=2[OH:12])=[O:5])=[CH:28][CH:27]=1, predict the reactants needed to synthesize it. The reactants are: C(O[C:4]([C:6]1[N:7]=[C:8]([N:15]2[CH2:20][CH2:19][N:18]([S:21]([CH3:24])(=[O:23])=[O:22])[CH2:17][CH2:16]2)[N:9]([CH3:14])[C:10](=[O:13])[C:11]=1[OH:12])=[O:5])C.[F:25][C:26]1[CH:33]=[CH:32][C:29]([CH2:30][NH2:31])=[CH:28][CH:27]=1. (3) Given the product [CH2:1]([O:8][C:9]([N:11]1[CH2:16][CH2:15][N:14]2[C:17]([CH3:23])=[C:18]([C:20]3[O:37][N:36]=[C:34]([C:33]4[CH:38]=[CH:39][C:40]([O:41][CH:42]([CH3:44])[CH3:43])=[C:31]([Cl:30])[CH:32]=4)[N:35]=3)[N:19]=[C:13]2[CH2:12]1)=[O:10])[C:2]1[CH:3]=[CH:4][CH:5]=[CH:6][CH:7]=1, predict the reactants needed to synthesize it. The reactants are: [CH2:1]([O:8][C:9]([N:11]1[CH2:16][CH2:15][N:14]2[C:17]([CH3:23])=[C:18]([C:20](O)=O)[N:19]=[C:13]2[CH2:12]1)=[O:10])[C:2]1[CH:7]=[CH:6][CH:5]=[CH:4][CH:3]=1.C(Cl)(=O)C(Cl)=O.[Cl:30][C:31]1[CH:32]=[C:33]([CH:38]=[CH:39][C:40]=1[O:41][CH:42]([CH3:44])[CH3:43])/[C:34](=[N:36]\[OH:37])/[NH2:35].C(Cl)(=O)C. (4) Given the product [Cl:40][C:41]1[CH:48]=[CH:47][C:44]([CH2:45][NH:46][C:23](=[O:25])[CH2:22][C@@H:7]2[CH2:6][CH:5]=[CH:4][CH2:3][C@@H:2]([CH3:1])[C:13](=[O:14])[O:12][C@H:11]([C:15]3[CH:16]=[CH:17][CH:18]=[CH:19][CH:20]=3)[CH2:10][NH:9][C:8]2=[O:21])=[CH:43][CH:42]=1, predict the reactants needed to synthesize it. The reactants are: [CH3:1][C@H:2]1[C:13](=[O:14])[O:12][C@H:11]([C:15]2[CH:20]=[CH:19][CH:18]=[CH:17][CH:16]=2)[CH2:10][NH:9][C:8](=[O:21])[C@H:7]([CH2:22][C:23]([O:25]C(C)(C)C)=O)[CH2:6][CH:5]=[CH:4][CH2:3]1.C(Cl)Cl.FC(F)(F)C(O)=O.[Cl:40][C:41]1[CH:48]=[CH:47][C:44]([CH2:45][NH2:46])=[CH:43][CH:42]=1. (5) Given the product [CH2:1]([O:8][C@@H:9]1[C@@H:14]([O:15][CH2:16][C:17]2[CH:22]=[CH:21][CH:20]=[CH:19][CH:18]=2)[C@H:13]([O:23][CH2:24][C:25]2[CH:30]=[CH:29][CH:28]=[CH:27][CH:26]=2)[C@@H:12]([CH2:31][O:32][CH2:33][C:34]2[CH:39]=[CH:38][CH:37]=[CH:36][CH:35]=2)[O:11][C@H:10]1[C:40]1[C:48]2[C:43](=[C:44]([CH3:49])[CH:45]=[CH:46][CH:47]=2)[N:42]([CH2:50][C:51]2[CH:56]=[CH:55][C:54](/[CH:57]=[CH:58]/[CH2:59][C:60]([O:62][CH2:69][C@@H:67]3[CH2:66][O:65][C:64]([CH3:71])([CH3:63])[O:68]3)=[O:61])=[CH:53][CH:52]=2)[CH:41]=1)[C:2]1[CH:3]=[CH:4][CH:5]=[CH:6][CH:7]=1, predict the reactants needed to synthesize it. The reactants are: [CH2:1]([O:8][C@@H:9]1[C@@H:14]([O:15][CH2:16][C:17]2[CH:22]=[CH:21][CH:20]=[CH:19][CH:18]=2)[C@H:13]([O:23][CH2:24][C:25]2[CH:30]=[CH:29][CH:28]=[CH:27][CH:26]=2)[C@@H:12]([CH2:31][O:32][CH2:33][C:34]2[CH:39]=[CH:38][CH:37]=[CH:36][CH:35]=2)[O:11][C@H:10]1[C:40]1[C:48]2[C:43](=[C:44]([CH3:49])[CH:45]=[CH:46][CH:47]=2)[N:42]([CH2:50][C:51]2[CH:56]=[CH:55][C:54](/[CH:57]=[CH:58]/[CH2:59][C:60]([OH:62])=[O:61])=[CH:53][CH:52]=2)[CH:41]=1)[C:2]1[CH:7]=[CH:6][CH:5]=[CH:4][CH:3]=1.[CH3:63][C:64]1([CH3:71])[O:68][C@H:67]([CH2:69]O)[CH2:66][O:65]1.C1(N=C=NC2CCCCC2)CCCCC1. (6) The reactants are: [C:1]([N:6]1[CH2:11][CH2:10][CH:9]([N:12]([CH:24]2[CH2:29][CH2:28][CH:27](C)[CH2:26][CH2:25]2)[C:13]([NH:15][C:16]2[S:17][C:18]([S:21][C:22]#N)=[CH:19][N:20]=2)=[O:14])[CH2:8][CH2:7]1)(=[O:5])[CH2:2][CH2:3][CH3:4].SC[C@@H]([C@@H](CS)O)O.CI. Given the product [C:1]([N:6]1[CH2:7][CH2:8][CH:9]([N:12]([CH:24]2[CH2:25][CH2:26][CH2:27][CH2:28][CH2:29]2)[C:13]([NH:15][C:16]2[S:17][C:18]([S:21][CH3:22])=[CH:19][N:20]=2)=[O:14])[CH2:10][CH2:11]1)(=[O:5])[CH2:2][CH2:3][CH3:4], predict the reactants needed to synthesize it. (7) Given the product [Cl:1][C:2]1[C:6]([Cl:7])=[C:5]([CH3:8])[NH:4][C:3]=1[C:9]([NH:11][C@@H:12]1[CH2:17][CH2:16][N:15]([C:18]([O:20][CH2:21][C:22]2[CH:27]=[CH:26][CH:25]=[CH:24][CH:23]=2)=[O:19])[CH2:14][C@@H:13]1[N:28]1[CH:32]=[C:31]([CH2:33][O:34][CH3:37])[N:30]=[N:29]1)=[O:10], predict the reactants needed to synthesize it. The reactants are: [Cl:1][C:2]1[C:6]([Cl:7])=[C:5]([CH3:8])[NH:4][C:3]=1[C:9]([NH:11][C@@H:12]1[CH2:17][CH2:16][N:15]([C:18]([O:20][CH2:21][C:22]2[CH:27]=[CH:26][CH:25]=[CH:24][CH:23]=2)=[O:19])[CH2:14][C@@H:13]1[N:28]1[CH:32]=[C:31]([CH2:33][OH:34])[N:30]=[N:29]1)=[O:10].[H-].[Na+].[CH3:37]I.